Task: Predict the product of the given reaction.. Dataset: Forward reaction prediction with 1.9M reactions from USPTO patents (1976-2016) (1) Given the reactants [Br:1][C:2]1[C:3](F)=[C:4]([CH:13]=[CH:14][CH:15]=1)[O:5][CH2:6][CH:7]1[CH2:12][CH2:11][O:10][CH2:9][CH2:8]1.BrC1C([Cl:25])=C(O)C=CC=1, predict the reaction product. The product is: [Br:1][C:2]1[C:3]([Cl:25])=[C:4]([CH:13]=[CH:14][CH:15]=1)[O:5][CH2:6][CH:7]1[CH2:12][CH2:11][O:10][CH2:9][CH2:8]1. (2) The product is: [CH3:1][O:2][C:3]1[CH:4]=[C:5]2[C:10](=[CH:11][CH:12]=1)[CH:9]([OH:13])[CH2:8][CH2:7][CH2:6]2. Given the reactants [CH3:1][O:2][C:3]1[CH:4]=[C:5]2[C:10](=[CH:11][CH:12]=1)[C:9](=[O:13])[CH2:8][CH2:7][CH2:6]2.[BH4-].[Na+], predict the reaction product. (3) Given the reactants [NH2:1][C:2]1([CH3:11])[CH2:8][N:7]([CH3:9])[CH2:6][CH2:5][N:4]([CH3:10])[CH2:3]1.[N:12]1[CH:17]=[CH:16][CH:15]=[CH:14][C:13]=1[CH:18]=O.B([O-])([O-])[O-].B([O-])([O-])[O-].B([O-])([O-])[O-].B([O-])([O-])[O-].[Na+].[Na+].[Na+].[Na+].[Na+].[Na+].[Na+].[Na+].[Na+].[Na+].[Na+].[Na+].[BH4-].[Na+].Cl, predict the reaction product. The product is: [CH3:9][N:7]1[CH2:8][C:2]([CH3:11])([NH:1][CH2:18][C:13]2[CH:14]=[CH:15][CH:16]=[CH:17][N:12]=2)[CH2:3][N:4]([CH3:10])[CH2:5][CH2:6]1. (4) The product is: [NH:16]1[CH:2]=[C:1]([C:3]2[CH:8]=[CH:7][N:6]3[CH:9]=[CH:10][N:11]=[C:5]3[CH:4]=2)[N:18]=[N:17]1. Given the reactants [C:1]([C:3]1[CH:8]=[CH:7][N:6]2[CH:9]=[CH:10][N:11]=[C:5]2[CH:4]=1)#[CH:2].C[Si]([N:16]=[N+:17]=[N-:18])(C)C.CN(C=O)C, predict the reaction product. (5) Given the reactants [NH2:1][CH2:2][CH2:3][CH2:4][CH2:5][CH2:6][OH:7].[C:8]1(=O)[O:13][C:11](=[O:12])[C:10]2=[CH:14][CH:15]=[CH:16][CH:17]=[C:9]12, predict the reaction product. The product is: [C:8]1(=[O:13])[N:1]([CH2:2][CH2:3][CH2:4][CH2:5][CH2:6][OH:7])[C:11](=[O:12])[C:10]2=[CH:14][CH:15]=[CH:16][CH:17]=[C:9]12. (6) Given the reactants [F:1][C:2]1[CH:7]=[CH:6][CH:5]=[CH:4][C:3]=1[NH:8][C:9](=[O:15])[O:10][C:11]([CH3:14])([CH3:13])[CH3:12].[C:16]([Li])(C)(C)C.IC, predict the reaction product. The product is: [F:1][C:2]1[CH:7]=[CH:6][CH:5]=[C:4]([CH3:16])[C:3]=1[NH:8][C:9](=[O:15])[O:10][C:11]([CH3:12])([CH3:14])[CH3:13]. (7) The product is: [CH2:38]([NH:30][C@H:26]1[CH2:27][CH2:28][CH2:29][N:24]([C:23]2[C:6]3[C:5]4[CH:4]=[C:3]([C:1]#[N:2])[N:11]=[CH:10][C:9]=4[NH:8][C:7]=3[N:20]=[CH:21][CH:22]=2)[CH2:25]1)[CH3:39]. Given the reactants [C:1]([C:3]1[N:11]=[CH:10][C:9]2[N:8](COCC[Si](C)(C)C)[C:7]3[N:20]=[CH:21][CH:22]=[C:23]([N:24]4[CH2:29][CH2:28][CH2:27][C@H:26]([N:30]([CH2:38][CH3:39])C(=O)OC(C)(C)C)[CH2:25]4)[C:6]=3[C:5]=2[CH:4]=1)#[N:2].Br.[OH-].[Na+].Cl, predict the reaction product. (8) Given the reactants C([O:3][C:4]([C:6]1[CH:11]=[C:10]([O:12][CH2:13][C:14]2[CH:19]=[CH:18][CH:17]=[CH:16][CH:15]=2)[CH:9]=[C:8]([CH2:20][O:21][CH:22]2[CH2:27][CH2:26][CH2:25][CH2:24][O:23]2)[N:7]=1)=[O:5])C.[OH-].[Na+], predict the reaction product. The product is: [CH2:13]([O:12][C:10]1[CH:9]=[C:8]([CH2:20][O:21][CH:22]2[CH2:27][CH2:26][CH2:25][CH2:24][O:23]2)[N:7]=[C:6]([C:4]([OH:5])=[O:3])[CH:11]=1)[C:14]1[CH:19]=[CH:18][CH:17]=[CH:16][CH:15]=1.